From a dataset of Catalyst prediction with 721,799 reactions and 888 catalyst types from USPTO. Predict which catalyst facilitates the given reaction. (1) Reactant: [OH:1][C:2]1([C@@H:8]([C:14]2[CH:19]=[CH:18][C:17]([O:20][CH3:21])=[CH:16][CH:15]=2)[C:9]([N:11]([CH3:13])[CH3:12])=O)[CH2:7][CH2:6][CH2:5][CH2:4][CH2:3]1.B.Cl. Product: [CH3:13][N:11]([CH3:12])[CH2:9][C@@H:8]([C:2]1([OH:1])[CH2:3][CH2:4][CH2:5][CH2:6][CH2:7]1)[C:14]1[CH:19]=[CH:18][C:17]([O:20][CH3:21])=[CH:16][CH:15]=1. The catalyst class is: 7. (2) Reactant: [CH3:1][O:2][CH2:3][CH2:4][O:5][C:6]1[CH:7]=[C:8]([CH:20]=[CH:21][CH:22]=1)[O:9][C:10]1[CH:15]=[CH:14][C:13]([N+:16]([O-])=O)=[CH:12][C:11]=1[CH3:19].[Cl-].[Ca+2].[Cl-].C(O)C. Product: [CH3:1][O:2][CH2:3][CH2:4][O:5][C:6]1[CH:7]=[C:8]([CH:20]=[CH:21][CH:22]=1)[O:9][C:10]1[CH:15]=[CH:14][C:13]([NH2:16])=[CH:12][C:11]=1[CH3:19]. The catalyst class is: 6. (3) Reactant: [CH2:1]([O:8][C@H:9]1[C@H:14]([O:15][CH2:16][C:17]2[CH:22]=[CH:21][CH:20]=[CH:19][CH:18]=2)[C@@H:13]([O:23][CH2:24][C:25]2[CH:30]=[CH:29][CH:28]=[CH:27][CH:26]=2)[C@@:12]([C:33]2[CH:38]=[CH:37][C:36]([Cl:39])=[C:35]([CH2:40][C:41]3[CH:46]=[CH:45][C:44]([O:47][CH2:48][C:49]([F:52])([F:51])[F:50])=[CH:43][CH:42]=3)[CH:34]=2)([O:31][CH3:32])[O:11][C@:10]1([CH2:55][OH:56])[CH:53]=[O:54])[C:2]1[CH:7]=[CH:6][CH:5]=[CH:4][CH:3]=1.[BH4-].[Na+]. Product: [CH2:1]([O:8][C@H:9]1[C@H:14]([O:15][CH2:16][C:17]2[CH:18]=[CH:19][CH:20]=[CH:21][CH:22]=2)[C@@H:13]([O:23][CH2:24][C:25]2[CH:26]=[CH:27][CH:28]=[CH:29][CH:30]=2)[C@@:12]([C:33]2[CH:38]=[CH:37][C:36]([Cl:39])=[C:35]([CH2:40][C:41]3[CH:42]=[CH:43][C:44]([O:47][CH2:48][C:49]([F:52])([F:51])[F:50])=[CH:45][CH:46]=3)[CH:34]=2)([O:31][CH3:32])[O:11][C:10]1([CH2:55][OH:56])[CH2:53][OH:54])[C:2]1[CH:3]=[CH:4][CH:5]=[CH:6][CH:7]=1. The catalyst class is: 6. (4) Reactant: [C:1]([C:3]1[CH:4]=[C:5]([F:40])[C:6]([NH:29][C@@H:30]([C:36]([CH3:39])([CH3:38])[CH3:37])[CH2:31][S:32]([OH:35])(=[O:34])=[O:33])=[N:7][C:8]=1[C:9]1[C:17]2[C:12](=[N:13][CH:14]=[C:15]([F:18])[CH:16]=2)[N:11](S(C2C=CC(C)=CC=2)(=O)=O)[CH:10]=1)#[N:2].Cl. Product: [C:1]([C:3]1[CH:4]=[C:5]([F:40])[C:6]([NH:29][C@@H:30]([C:36]([CH3:38])([CH3:37])[CH3:39])[CH2:31][S:32]([OH:35])(=[O:33])=[O:34])=[N:7][C:8]=1[C:9]1[C:17]2[C:12](=[N:13][CH:14]=[C:15]([F:18])[CH:16]=2)[NH:11][CH:10]=1)#[N:2]. The catalyst class is: 23. (5) Reactant: [F:8][C:7]([F:10])([F:9])[C:6](O[C:6](=[O:11])[C:7]([F:10])([F:9])[F:8])=[O:11].[CH3:14][O:15][C:16]1[CH:21]=[CH:20][C:19]([CH2:22][CH2:23][NH2:24])=[CH:18][CH:17]=1.C(N(CC)CC)C. Product: [F:10][C:7]([F:8])([F:9])[C:6]([NH:24][CH2:23][CH2:22][C:19]1[CH:20]=[CH:21][C:16]([O:15][CH3:14])=[CH:17][CH:18]=1)=[O:11]. The catalyst class is: 4. (6) Reactant: [F:1][C:2]1[CH:10]=[CH:9][C:8]([OH:11])=[CH:7][C:3]=1[C:4]([OH:6])=[O:5].O.N.[I:14]I.[I-].[K+].Cl. Product: [F:1][C:2]1[CH:10]=[C:9]([I:14])[C:8]([OH:11])=[CH:7][C:3]=1[C:4]([OH:6])=[O:5]. The catalyst class is: 6.